This data is from Reaction yield outcomes from USPTO patents with 853,638 reactions. The task is: Predict the reaction yield, written as a fraction of the theoretical maximum amount of product (1.0 means a 100% yield; for example, 0.34 means a 34% yield). (1) The reactants are [CH3:1][O:2][C:3](=[O:6])[CH2:4][NH2:5].[OH:7][C:8]1[CH:9]=[C:10]([CH:13]=[CH:14][C:15]=1[O:16][CH3:17])[CH:11]=O. No catalyst specified. The product is [OH:7][C:8]1[CH:9]=[C:10]([CH:13]=[CH:14][C:15]=1[O:16][CH3:17])[CH2:11][NH:5][CH2:4][C:3]([O:2][CH3:1])=[O:6]. The yield is 0.470. (2) The reactants are C(OC(=O)[NH:7][CH2:8][C:9]#[C:10][C:11]1[CH:16]=[CH:15][CH:14]=[C:13]([C:17]2[C:18]3[C:29]([O:30][CH3:31])=[C:28]([C:32]4[CH:37]=[CH:36][CH:35]=[CH:34][CH:33]=4)[C:27]([O:38][CH3:39])=[CH:26][C:19]=3[N:20]([CH3:25])[C:21](=[O:24])[CH2:22][N:23]=2)[CH:12]=1)(C)(C)C.FC(F)(F)C(O)=O. No catalyst specified. The product is [NH2:7][CH2:8][C:9]#[C:10][C:11]1[CH:12]=[C:13]([C:17]2[C:18]3[C:29]([O:30][CH3:31])=[C:28]([C:32]4[CH:37]=[CH:36][CH:35]=[CH:34][CH:33]=4)[C:27]([O:38][CH3:39])=[CH:26][C:19]=3[N:20]([CH3:25])[C:21](=[O:24])[CH2:22][N:23]=2)[CH:14]=[CH:15][CH:16]=1. The yield is -0.790. (3) The reactants are [CH:1]1([CH:7]2[CH2:19][C:18]3[C:17]4[C:12](=[CH:13][CH:14]=[C:15]([C:20]([N:22]5[CH2:27][CH2:26][CH:25]([CH3:28])[CH2:24][CH2:23]5)=[O:21])[CH:16]=4)[NH:11][C:10]=3[CH2:9][CH2:8]2)[CH2:6][CH2:5][CH2:4][CH2:3][CH2:2]1.[H-].[Na+].[CH2:31]([S:33](Cl)(=[O:35])=[O:34])[CH3:32]. The catalyst is C1COCC1. The product is [CH:1]1([CH:7]2[CH2:19][C:18]3[C:17]4[C:12](=[CH:13][CH:14]=[C:15]([C:20]([N:22]5[CH2:27][CH2:26][CH:25]([CH3:28])[CH2:24][CH2:23]5)=[O:21])[CH:16]=4)[N:11]([S:33]([CH2:31][CH3:32])(=[O:35])=[O:34])[C:10]=3[CH2:9][CH2:8]2)[CH2:2][CH2:3][CH2:4][CH2:5][CH2:6]1. The yield is 0.530. (4) The reactants are [F:1][CH:2]([F:18])[C:3](=O)[CH2:4][C:5]([C:7]1[CH:12]=[CH:11][C:10]([C:13]([F:16])([F:15])[F:14])=[CH:9][CH:8]=1)=O.[NH2:19][C:20]1[C:24]([Br:25])=[CH:23][NH:22][N:21]=1. No catalyst specified. The product is [Br:25][C:24]1[CH:23]=[N:22][N:21]2[C:3]([CH:2]([F:18])[F:1])=[CH:4][C:5]([C:7]3[CH:12]=[CH:11][C:10]([C:13]([F:16])([F:15])[F:14])=[CH:9][CH:8]=3)=[N:19][C:20]=12. The yield is 0.920. (5) The reactants are [F:1][C:2]1[CH:26]=[CH:25][CH:24]=[C:23]([F:27])[C:3]=1[C:4]([NH:6][C:7]1[C:8]([C:12]2[NH:16][C:15]3[CH:17]=[CH:18][C:19]([CH:21]=O)=[CH:20][C:14]=3[N:13]=2)=[N:9][NH:10][CH:11]=1)=[O:5].[CH3:28][NH:29][CH3:30]. The catalyst is C1COCC1. The product is [CH3:28][N:29]([CH2:21][C:19]1[CH:18]=[CH:17][C:15]2[NH:16][C:12]([C:8]3[C:7]([NH:6][C:4](=[O:5])[C:3]4[C:2]([F:1])=[CH:26][CH:25]=[CH:24][C:23]=4[F:27])=[CH:11][NH:10][N:9]=3)=[N:13][C:14]=2[CH:20]=1)[CH3:30]. The yield is 0.180.